Predict the reaction yield, written as a fraction of the theoretical maximum amount of product (1.0 means a 100% yield; for example, 0.34 means a 34% yield). From a dataset of Reaction yield outcomes from USPTO patents with 853,638 reactions. (1) The reactants are C([O:5][C:6](=[O:35])[C:7]([CH3:34])([O:9][C:10]1[CH:33]=[CH:32][C:13]([C:14]([O:16][CH2:17][C:18]2[N:19]=[N:20][N:21]([CH2:23][C:24]3[CH:29]=[CH:28][C:27]([O:30][CH3:31])=[CH:26][CH:25]=3)[CH:22]=2)=[O:15])=[CH:12][CH:11]=1)[CH3:8])(C)(C)C.Cl. The catalyst is O1CCOCC1. The product is [CH3:31][O:30][C:27]1[CH:26]=[CH:25][C:24]([CH2:23][N:21]2[CH:22]=[C:18]([CH2:17][O:16][C:14]([C:13]3[CH:12]=[CH:11][C:10]([O:9][C:7]([CH3:34])([CH3:8])[C:6]([OH:35])=[O:5])=[CH:33][CH:32]=3)=[O:15])[N:19]=[N:20]2)=[CH:29][CH:28]=1. The yield is 0.770. (2) The reactants are [NH:1]1[CH:5]=[C:4]([B:6]([OH:8])[OH:7])[CH:3]=[N:2]1.[CH3:24][C:19]1([CH3:25])[C:20]([CH3:23])([CH3:22])OB(B2O[C:20]([CH3:23])([CH3:22])[C:19]([CH3:25])([CH3:24])O2)O1.C([O-])([O-])=O.[Cs+].[Cs+].[Na+].[I-].Br[CH2:36][CH2:37][C@@:38]([CH3:48])([S:44]([CH3:47])(=[O:46])=[O:45])[C:39]([O:41][CH2:42][CH3:43])=[O:40]. The catalyst is CC#N. The product is [CH3:48][C@@:38]([S:44]([CH3:47])(=[O:45])=[O:46])([CH2:37][CH2:36][N:1]1[CH:5]=[C:4]([B:6]2[O:8][C:19]([CH3:24])([CH3:25])[C:20]([CH3:22])([CH3:23])[O:7]2)[CH:3]=[N:2]1)[C:39]([O:41][CH2:42][CH3:43])=[O:40]. The yield is 0.490. (3) The reactants are [Br:1][C:2]1[CH:7]=[CH:6][C:5]([C:8](=[O:12])[CH:9]([OH:11])[CH3:10])=[CH:4][CH:3]=1.[C:13](Cl)(Cl)=[O:14].CN(C)C1C=CC=CC=1. The catalyst is ClCCCl.C1(C)C=CC=CC=1. The product is [Br:1][C:2]1[CH:3]=[CH:4][C:5]([C:8]2[O:12][C:13](=[O:14])[O:11][C:9]=2[CH3:10])=[CH:6][CH:7]=1. The yield is 0.630. (4) The reactants are C[O:2][C:3](=[O:33])[CH2:4][CH:5]([N:19]1[CH2:27][C:26]2[C:21](=[C:22]([NH:28][C:29](=[O:31])[CH3:30])[CH:23]=[CH:24][CH:25]=2)[C:20]1=[O:32])[C:6]1[CH:11]=[CH:10][C:9]([O:12][CH:13]([F:15])[F:14])=[C:8]([O:16][CH2:17][CH3:18])[CH:7]=1.[OH-].[Na+]. The catalyst is C1COCC1. The product is [C:29]([NH:28][C:22]1[CH:23]=[CH:24][CH:25]=[C:26]2[C:21]=1[C:20](=[O:32])[N:19]([CH:5]([C:6]1[CH:11]=[CH:10][C:9]([O:12][CH:13]([F:14])[F:15])=[C:8]([O:16][CH2:17][CH3:18])[CH:7]=1)[CH2:4][C:3]([OH:33])=[O:2])[CH2:27]2)(=[O:31])[CH3:30]. The yield is 0.960. (5) The reactants are C(OC([NH:8][C:9]1[N:10]=[CH:11][C:12]([O:15][C:16]2[CH:17]=[C:18]([CH3:30])[C:19]3[CH:23]([CH2:24][C:25]([OH:27])=[O:26])[O:22][B:21]([OH:28])[C:20]=3[CH:29]=2)=[N:13][CH:14]=1)=O)(C)(C)C.Cl.O1CCOCC1. No catalyst specified. The product is [NH2:8][C:9]1[N:10]=[CH:11][C:12]([O:15][C:16]2[CH:17]=[C:18]([CH3:30])[C:19]3[CH:23]([CH2:24][C:25]([OH:27])=[O:26])[O:22][B:21]([OH:28])[C:20]=3[CH:29]=2)=[N:13][CH:14]=1. The yield is 0.750.